Dataset: Forward reaction prediction with 1.9M reactions from USPTO patents (1976-2016). Task: Predict the product of the given reaction. (1) Given the reactants Br[C:2]1[CH:3]=[C:4]([NH:23][CH2:24][C:25]2[CH:26]=[N:27][CH:28]=[CH:29][CH:30]=2)[CH:5]=[C:6]2[C:11]=1[N:10]=[CH:9][C:8]([C:12]#[N:13])=[C:7]2[NH:14][C:15]1[CH:20]=[CH:19][C:18]([F:21])=[C:17]([Cl:22])[CH:16]=1.[CH:31]([Mg]Br)=[CH:32][CH3:33].[Br-], predict the reaction product. The product is: [Cl:22][C:17]1[CH:16]=[C:15]([NH:14][C:7]2[C:6]3[C:11](=[C:2](/[CH:31]=[CH:32]/[CH3:33])[CH:3]=[C:4]([NH:23][CH2:24][C:25]4[CH:26]=[N:27][CH:28]=[CH:29][CH:30]=4)[CH:5]=3)[N:10]=[CH:9][C:8]=2[C:12]#[N:13])[CH:20]=[CH:19][C:18]=1[F:21]. (2) Given the reactants C1(P(C2C=CC=CC=2)CCCCP(C2C=CC=CC=2)C2C=CC=CC=2)C=CC=CC=1.[NH2:31][C:32]1[C:41]([CH3:42])=[CH:40][C:39](Br)=[CH:38][C:33]=1[C:34]([NH:36][CH3:37])=[O:35].[CH3:44][N:45](C)C=O, predict the reaction product. The product is: [NH2:31][C:32]1[C:41]([CH3:42])=[CH:40][C:39]([C:44]#[N:45])=[CH:38][C:33]=1[C:34]([NH:36][CH3:37])=[O:35].